From a dataset of Reaction yield outcomes from USPTO patents with 853,638 reactions. Predict the reaction yield, written as a fraction of the theoretical maximum amount of product (1.0 means a 100% yield; for example, 0.34 means a 34% yield). (1) The reactants are Br[C:2]1[CH:3]=[C:4]([C:8](=[O:20])[C:9]([C:11]2[CH:16]=[CH:15][C:14]([O:17][CH3:18])=[C:13]([CH3:19])[CH:12]=2)=[O:10])[CH:5]=[CH:6][CH:7]=1.C1(C)C=CC=CC=1P(C1C=CC=CC=1C)C1C=CC=CC=1C.[N:43]1[CH:48]=[CH:47][C:46](B(O)O)=[CH:45][CH:44]=1.O. The catalyst is O1CCOCC1.C([O-])(=O)C.[Pd+2].C([O-])(=O)C. The product is [CH3:18][O:17][C:14]1[CH:15]=[CH:16][C:11]([C:9](=[O:10])[C:8]([C:4]2[CH:5]=[CH:6][CH:7]=[C:2]([C:46]3[CH:47]=[CH:48][N:43]=[CH:44][CH:45]=3)[CH:3]=2)=[O:20])=[CH:12][C:13]=1[CH3:19]. The yield is 0.580. (2) The reactants are [Br:1][C:2]1[N:6]=[CH:5][N:4]([C:7]2[CH:12]=[CH:11][C:10](OC(C)C)=[CH:9][CH:8]=2)[N:3]=1.C(=O)([O-])[O-].[Cs+].[Cs+].IC1C=CC([C:30]([F:33])([F:32])[F:31])=CC=1. The catalyst is CS(C)=O.[Cu]I. The product is [Br:1][C:2]1[N:6]=[CH:5][N:4]([C:7]2[CH:8]=[CH:9][C:10]([C:30]([F:33])([F:32])[F:31])=[CH:11][CH:12]=2)[N:3]=1. The yield is 0.640.